This data is from Full USPTO retrosynthesis dataset with 1.9M reactions from patents (1976-2016). The task is: Predict the reactants needed to synthesize the given product. (1) The reactants are: [CH3:1][O:2][C:3]1[CH:4]=[C:5]2[C:10](=[CH:11][C:12]=1[O:13][CH2:14][C:15]1[CH:20]=[CH:19][N:18]=[CH:17][CH:16]=1)[N:9]=[CH:8][N:7]=[C:6]2[O:21]C1C=CC=CC=1.N. Given the product [CH3:1][O:2][C:3]1[CH:4]=[C:5]2[C:10](=[CH:11][C:12]=1[O:13][CH2:14][C:15]1[CH:16]=[CH:17][N:18]=[CH:19][CH:20]=1)[N:9]=[CH:8][NH:7][C:6]2=[O:21], predict the reactants needed to synthesize it. (2) Given the product [C:20]([C:2]1[C:3]2[CH:4]=[CH:5][C:6]([NH:12][C:13](=[O:15])[CH3:14])=[CH:7][C:8]=2[CH2:9][CH2:10][CH:11]=1)#[N:21], predict the reactants needed to synthesize it. The reactants are: O=[C:2]1[CH2:11][CH2:10][CH2:9][C:8]2[CH:7]=[C:6]([NH:12][C:13](=[O:15])[CH3:14])[CH:5]=[CH:4][C:3]1=2.C[Si]([C:20]#[N:21])(C)C. (3) Given the product [Cl:61][C:59]1[CH:58]=[CH:57][C:56]([F:62])=[C:55]([C:52]2[CH:53]=[CH:54][C:49]([CH2:48][N:46]([CH2:45][C@@H:44]([OH:63])[C:43]([OH:64])=[O:42])[NH:47][C:8]([C:6]3[O:5][N:4]=[C:3]([O:2][CH3:1])[CH:7]=3)=[O:10])=[CH:50][CH:51]=2)[CH:60]=1, predict the reactants needed to synthesize it. The reactants are: [CH3:1][O:2][C:3]1[CH:7]=[C:6]([C:8]([OH:10])=O)[O:5][N:4]=1.CN(C(ON1N=NC2C=CC=NC1=2)=[N+](C)C)C.F[P-](F)(F)(F)(F)F.CN(C=O)C.C([O:42][C:43](=[O:64])[C@H:44]([OH:63])[CH2:45][N:46]([CH2:48][C:49]1[CH:54]=[CH:53][C:52]([C:55]2[CH:60]=[C:59]([Cl:61])[CH:58]=[CH:57][C:56]=2[F:62])=[CH:51][CH:50]=1)[NH2:47])C.CCN(C(C)C)C(C)C.CO.O. (4) Given the product [CH:18]1([CH2:17][CH2:16][NH:15][C:13](=[O:14])[C:12]2[CH:23]=[CH:24][C:25]([CH3:26])=[C:10]([C:9]([NH:8][C:5]3[CH:6]=[N:7][C:2]([NH:1][C:35](=[O:40])[CH2:36][CH:37]([CH3:39])[CH3:38])=[CH:3][CH:4]=3)=[O:27])[CH:11]=2)[CH2:22][CH2:21][CH2:20][CH2:19]1, predict the reactants needed to synthesize it. The reactants are: [NH2:1][C:2]1[N:7]=[CH:6][C:5]([NH:8][C:9](=[O:27])[C:10]2[CH:11]=[C:12]([CH:23]=[CH:24][C:25]=2[CH3:26])[C:13]([NH:15][CH2:16][CH2:17][CH:18]2[CH2:22][CH2:21][CH2:20][CH2:19]2)=[O:14])=[CH:4][CH:3]=1.C(N(CC)CC)C.[C:35](Cl)(=[O:40])[CH2:36][CH:37]([CH3:39])[CH3:38]. (5) Given the product [CH:1]12[CH2:9][CH:5]3[CH2:6][CH:7]([CH2:8]1)[C:3]([NH:10][C:11]1[S:12][C:15]4([C:19](=[O:20])[N:13]=1)[CH2:18][CH2:17][CH2:16]4)([CH2:4]3)[CH2:2]2, predict the reactants needed to synthesize it. The reactants are: [CH:1]12[CH2:9][CH:5]3[CH2:6][CH:7]([CH2:8]1)[C:3]([NH:10][C:11]([NH2:13])=[S:12])([CH2:4]3)[CH2:2]2.Br[C:15]1([C:19](OCC)=[O:20])[CH2:18][CH2:17][CH2:16]1.